From a dataset of Experimentally validated miRNA-target interactions with 360,000+ pairs, plus equal number of negative samples. Binary Classification. Given a miRNA mature sequence and a target amino acid sequence, predict their likelihood of interaction. (1) The miRNA is hsa-miR-15a-5p with sequence UAGCAGCACAUAAUGGUUUGUG. The protein sequence of the target gene is MDSDEGYNYEFDEDEECSEEDSGAEEEEDEDDDEPDDDTLDLGEVELVEPGLGVGGERDGLLCGETGGGGGSALGPGGGGGGGGGGGGGGPGHEQEEDYRYEVLTAEQILQHMVECIREVNEVIQNPATITRILLSHFNWDKEKLMERYFDGNLEKLFAECHVINPSKKSRTRQMNTRSSAQDMPCQICYLNYPNSYFTGLECGHKFCMQCWSEYLTTKIMEEGMGQTISCPAHGCDILVDDNTVMRLITDSKVKLKYQHLITNSFVECNRLLKWCPAPDCHHVVKVQYPDAKPVRCKCG.... Result: 1 (interaction). (2) The miRNA is mmu-miR-362-3p with sequence AACACACCUGUUCAAGGAUUCA. The protein sequence of the target gene is MAASSLEQKLSRLEAKLKQENREARRRIDLNLDISPQRPRPIIVITLSPAPAPSQRAALQLPLANDGGSRSPSSESSPQHPTPPTRPRHMLGLPSTLFTPRSMESIEIDQKLQEIMKQTGYLTIGGQRYQAEINDLENLGEMGSGTCGQVWKMRFRKTGHIIAVKQMRRSGNKEENKRILMDLDVVLKSHDCPYIVQCFGTFITNTDVFIAMELMGTCAEKLKKRMQGPIPERILGKMTVAIVKALYYLKEKHGVIHRDVKPSNILLDERGQIKLCDFGISGRLVDSKAKTRSAGCAAYM.... Result: 1 (interaction). (3) The miRNA is hsa-miR-6811-5p with sequence AUGCAGGCCUGUGUACAGCACU. The protein sequence of the target gene is MAEDKTKPSELDQGKYDADDNVKIICLGDSAVGKSKLMERFLMDGFQPQQLSTYALTLYKHTATVDGRTILVDFWDTAGQERFQSMHASYYHKAHACIMVFDVQRKVTYRNLSTWYTELREFRPEIPCIVVANKIDDINVTQKSFNFAKKFSLPLYFVSAADGTNVVKLFNDAIRLAVSYKQNSQDFMDEIFQELENFSLEQEEEDVPDQEQSSSIETPSEEAASPHS. Result: 1 (interaction). (4) The miRNA is rno-miR-16-5p with sequence UAGCAGCACGUAAAUAUUGGCG. The protein sequence of the target gene is MAGAAGPFLPGSAFWSRDFSDEDQSVAYVPGISTEGNTRSRVKLINPKVDVKVKASRVTDASVSMESLKGAGDSVAEQNFCKRGMKSASLKDLCLEDKRRIANLIKELARVSEEKEVTEERLKTEQESFEKKIRQLEEQNELIIKEREALQLQYRECQELLSLYQKYLSEQQEKLTLSLSELGAARAQEQQITKKKNTPQCSLMDLDGSFLSVARPQNYGQTKARPKSANQVSESFTELRNNSLRPITLHHPKEDLERMSTKTRTCTYESLGRRLINAAPIEKSLPVELKIKEYPNLPPT.... Result: 0 (no interaction). (5) The miRNA is hsa-miR-6788-3p with sequence UUCGCCACUUCCCUCCCUGCAG. The protein sequence of the target gene is MEKGLTLPQDCRDFVHSLKMRSKYALFLVFVVIVFVFIEKENKIISRVSDKLKQIPQALADANSTDPALILAENASLLSLSELDSAFSQLQSRLRNLSLQLGVEPAMEAAGEEEEEQRKEEEPPRPAVAGPRRHVLLMATTRTGSSFVGEFFNQQGNIFYLFEPLWHIERTVSFEPGGANAAGSALVYRDVLKQLFLCDLYVLEHFITPLPEDHLTQFMFRRGSSRSLCEDPVCTPFVKKVFEKYHCKNRRCGPLNVTLAAEACRRKEHMALKAVRIRQLEFLQPLAEDPRLDLRVIQLV.... Result: 0 (no interaction). (6) The protein sequence of the target gene is MPSVSKAAAAALSGSPPQTEKPTHYRYLKEFRTEQCPLFSQHKCAQHRPFTCFHWHFLNQRRRRPLRRRDGTFNYSPDVYCSKYNEATGVCPDGDECPYLHRTTGDTERKYHLRYYKTGTCIHETDARGHCVKNGLHCAFAHGPLDLRPPVCDVRELQAQEALQNGQLGGGEGVPDLQPGVLASQAMIEKILSEDPRWQDANFVLGSYKTEQCPKPPRLCRQGYACPHYHNSRDRRRNPRRFQYRSTPCPSVKHGDEWGEPSRCDGGDGCQYCHSRTEQQFHPESTKCNDMRQTGYCPRG.... The miRNA is hsa-miR-4280 with sequence GAGUGUAGUUCUGAGCAGAGC. Result: 1 (interaction). (7) The miRNA is hsa-miR-371b-5p with sequence ACUCAAAAGAUGGCGGCACUUU. The protein sequence of the target gene is MIPKEQKGPVMAAMGDLTEPVPTLDLGKKLSVPQDLMMEELSLRNNRGSLLFQKRQRRVQKFTFELAASQRAMLAGSARRKVTGTAESGTVANANGPEGPNYRSELHIFPASPGASLGGPEGAHPAAAPAGCVPSPSALAPGYAEPLKGVPPEKFNHTAISKGYRCPWQEFVSYRDYQSDGRSHTPSPNDYRNFNKTPVPFGGPLVGGTFPRPGTPFIPEPLSGLELLRLRPSFNRVAQGWVRNLPESEEL. Result: 1 (interaction). (8) The miRNA is hsa-miR-223-3p with sequence UGUCAGUUUGUCAAAUACCCCA. The protein sequence of the target gene is MCARMAGRTTAAPRGPYGPWLCLLVALALDVVRVDCGQAPLDPVYLPAALELLDAPEHFRVQQVGHYPPANSSLSSRSETFLLLQPWPRAQPLLRASYPPFATQQVVPPRVTEPHQRPVPWDVRAVSVEAAVTPAEPYARVLFHLKGQDWPPGSGSLPCARLHATHPAGTAHQACRFQPSLGACVVELELPSHWFSQASTTRAELAYTLEPAAEGPGGCGSGEENDPGEQALPVGGVELRPADPPQYQEVPLDEAVTLRVPDMPVRPGQLFSATLLLRHNFTASLLTLRIKVKKGLHVTA.... Result: 0 (no interaction). (9) The miRNA is cel-miR-55-3p with sequence UACCCGUAUAAGUUUCUGCUGAG. The protein sequence of the target gene is MELDFGHFDERDKASRNMRGSRMNGLPSPTHSAHCSFYRTRTLQALSNEKKAKKVRFYRNGDRYFKGIVYAVSSDRFRSFDALLADLTRSLSDNINLPQGVRYIYTIDGSRKIGSMDELEEGESYVCSSDNFFKKVEYTKNVNPNWSVNVKTSANMKAPQSLASSNSAQARENKDFVRPKLVTIIRSGVKPRKAVRVLLNKKTAHSFEQVLTDITEAIKLETGVVKKLYTLDGKQVTCLHDFFGDDDVFIACGPEKFRYAQDDFSLDENECRVMKGNPSAAAGPKASPTPQKTSAKSPGP.... Result: 0 (no interaction). (10) The miRNA is hsa-miR-124-3p with sequence UAAGGCACGCGGUGAAUGCCAA. The protein sequence of the target gene is MGWGGGGGCTPRPPIHQQPPERRVVTVVFLGLLLDLLAFTLLLPLLPGLLESHGRAHDPLYGSWQGGVDWFATAIGMPVEKRYNSVLFGGLIGSAFSVLQFLCAPLTGATSDCLGRRPVMLLCLMGVATSYAVWATSRSFAAFLASRLIGGISKGNVSLSTAIVADLGSPLARSQGMAVIGVAFSLGFTLGPMLGASLPLEMAPWFALLFAASDLLFIFCFLPETLPLEKRAPSIALGFRDAADLLSPLALLRFSAVARGQDPPSGDRLSSLRRLGLVYFLYLFLFSGLEYTLSFLTHQR.... Result: 1 (interaction).